Dataset: Retrosynthesis with 50K atom-mapped reactions and 10 reaction types from USPTO. Task: Predict the reactants needed to synthesize the given product. (1) Given the product O=C(CC1CN(C(=O)c2cn[nH]c2)C1)Nc1ccc2cc1CCc1cncc(c1)Nc1ncc(Cl)c(n1)N2, predict the reactants needed to synthesize it. The reactants are: O=C(CC1CNC1)Nc1ccc2cc1CCc1cncc(c1)Nc1ncc(Cl)c(n1)N2.O=C(O)c1cn[nH]c1. (2) Given the product COc1ccc(OC(F)(F)F)cc1C(C)O, predict the reactants needed to synthesize it. The reactants are: COc1ccc(OC(F)(F)F)cc1C=O.C[Mg+]. (3) Given the product NC(=O)C12CC3CC(C1)C(Nc1c(C(=O)O)cnc4[nH]ccc14)C(C3)C2, predict the reactants needed to synthesize it. The reactants are: NC(=O)C12CC3CC(C1)C(Nc1c(C(=O)OCc4ccccc4)cnc4[nH]ccc14)C(C3)C2.